From a dataset of Full USPTO retrosynthesis dataset with 1.9M reactions from patents (1976-2016). Predict the reactants needed to synthesize the given product. (1) Given the product [CH3:53][O:52][C:48]1[CH:49]=[CH:50][C:51]([O:65][CH3:61])=[CH:46][C:47]=1[CH2:54][C:55]([NH:1][C:2]1[CH:43]=[CH:42][C:5]([C:6]([N:8]([CH2:34][C:35]([O:37][C:38]([CH3:39])([CH3:40])[CH3:41])=[O:36])[CH2:9][C:10]2[CH:11]=[CH:12][C:13]([C:16]3[O:20][N:19]=[C:18]([C:21]4[CH:26]=[CH:25][C:24]([C:27]5[CH:32]=[CH:31][C:30]([CH3:33])=[CH:29][CH:28]=5)=[CH:23][CH:22]=4)[N:17]=3)=[CH:14][CH:15]=2)=[O:7])=[CH:4][CH:3]=1)=[O:57], predict the reactants needed to synthesize it. The reactants are: [NH2:1][C:2]1[CH:43]=[CH:42][C:5]([C:6]([N:8]([CH2:34][C:35]([O:37][C:38]([CH3:41])([CH3:40])[CH3:39])=[O:36])[CH2:9][C:10]2[CH:15]=[CH:14][C:13]([C:16]3[O:20][N:19]=[C:18]([C:21]4[CH:26]=[CH:25][C:24]([C:27]5[CH:32]=[CH:31][C:30]([CH3:33])=[CH:29][CH:28]=5)=[CH:23][CH:22]=4)[N:17]=3)=[CH:12][CH:11]=2)=[O:7])=[CH:4][CH:3]=1.CO[C:46]1[CH:51]=[CH:50][CH:49]=[C:48]([O:52][CH3:53])[C:47]=1[CH2:54][C:55]([OH:57])=O.CN([C:61]([O:65]N1N=NC2C=CC=NC1=2)=[N+](C)C)C.F[P-](F)(F)(F)(F)F. (2) Given the product [N+:1]([C:4]1[CH:10]=[CH:9][C:7]([N:8]=[N:11][C:22]2[CH:21]=[C:20]([S:19][CH2:15][CH2:16][CH2:17][CH3:18])[C:29]3[C:24](=[CH:25][CH:26]=[CH:27][CH:28]=3)[C:23]=2[OH:30])=[CH:6][CH:5]=1)([O-:3])=[O:2], predict the reactants needed to synthesize it. The reactants are: [N+:1]([C:4]1[CH:10]=[CH:9][C:7]([NH2:8])=[CH:6][CH:5]=1)([O-:3])=[O:2].[N:11]([O-])=O.[Na+].[CH2:15]([S:19][C:20]1[C:29]2[C:24](=[CH:25][CH:26]=[CH:27][CH:28]=2)[C:23]([OH:30])=[CH:22][CH:21]=1)[CH2:16][CH2:17][CH3:18]. (3) Given the product [CH2:24]([O:23][C:19]1[CH:18]=[C:17]([CH2:16][CH2:15][CH2:14][CH2:13][C:9]2[N:10]=[C:11]([CH3:12])[C:6]([C:4]([OH:5])=[O:3])=[C:7]([CH3:27])[N:8]=2)[CH:22]=[CH:21][CH:20]=1)[CH:25]=[CH2:26], predict the reactants needed to synthesize it. The reactants are: C([O:3][C:4]([C:6]1[C:7]([CH3:27])=[N:8][C:9]([CH2:13][CH2:14][CH2:15][CH2:16][C:17]2[CH:22]=[CH:21][CH:20]=[C:19]([O:23][CH2:24][CH:25]=[CH2:26])[CH:18]=2)=[N:10][C:11]=1[CH3:12])=[O:5])C.O[Li].O. (4) Given the product [Br:21][C:18]1[CH:19]=[CH:20][C:15]([NH:14][C:12](=[O:13])[C:11]2[CH:22]=[CH:23][CH:24]=[C:9]([OH:8])[C:10]=2[N+:25]([O-:27])=[O:26])=[N:16][CH:17]=1, predict the reactants needed to synthesize it. The reactants are: C([O:8][C:9]1[C:10]([N+:25]([O-:27])=[O:26])=[C:11]([CH:22]=[CH:23][CH:24]=1)[C:12]([NH:14][C:15]1[CH:20]=[CH:19][C:18]([Br:21])=[CH:17][N:16]=1)=[O:13])C1C=CC=CC=1.CC1C(C)=C(C)C(C)=C(C)C=1. (5) Given the product [CH:7]1([C:5](=[O:6])[CH2:4][C:13]2[CH:14]=[CH:15][C:16]([I:19])=[CH:17][CH:18]=2)[CH2:12][CH2:11][CH2:10][CH2:9][CH2:8]1, predict the reactants needed to synthesize it. The reactants are: COC(=O)[CH:4]([C:13]1[CH:18]=[CH:17][C:16]([I:19])=[CH:15][CH:14]=1)[C:5]([CH:7]1[CH2:12][CH2:11][CH2:10][CH2:9][CH2:8]1)=[O:6].[Cl-].[Na+].